From a dataset of Forward reaction prediction with 1.9M reactions from USPTO patents (1976-2016). Predict the product of the given reaction. (1) Given the reactants FC(F)(F)C(OC(=O)C(F)(F)F)=O.[Cl:14][C:15]1[CH:20]=[C:19]([S:21](C)=O)[CH:18]=[CH:17][C:16]=1[NH:24][C:25](=[O:33])[C@:26]([OH:32])([CH3:31])[C:27]([F:30])([F:29])[F:28], predict the reaction product. The product is: [Cl:14][C:15]1[CH:20]=[C:19]([SH:21])[CH:18]=[CH:17][C:16]=1[NH:24][C:25](=[O:33])[C@:26]([OH:32])([CH3:31])[C:27]([F:30])([F:28])[F:29]. (2) Given the reactants [F:1][CH:2]1[CH2:7][CH2:6][N:5]([CH2:8][CH2:9][CH2:10][CH2:11][NH2:12])[CH2:4][CH2:3]1.[CH:13]1N=CN(C(N2C=NC=C2)=S)C=1.[F:25][C:26]1[CH:45]=[CH:44][CH:43]=[CH:42][C:27]=1[C:28]([NH:30][C:31]1[CH:36]=[CH:35][C:34]([C:37]([NH:39][NH2:40])=[O:38])=[C:33]([F:41])[CH:32]=1)=[O:29].Cl.CN(C)CCCN=C=NCC.[OH-].[Na+], predict the reaction product. The product is: [F:25][C:26]1[CH:45]=[CH:44][CH:43]=[CH:42][C:27]=1[C:28]([NH:30][C:31]1[CH:36]=[CH:35][C:34]([C:37]2[O:38][C:13]([NH:12][CH2:11][CH2:10][CH2:9][CH2:8][N:5]3[CH2:6][CH2:7][CH:2]([F:1])[CH2:3][CH2:4]3)=[N:40][N:39]=2)=[C:33]([F:41])[CH:32]=1)=[O:29]. (3) Given the reactants [OH:1][C:2]1[CH:11]=[C:10]([OH:12])[C:9]([C:13](=[O:16])[CH2:14][CH3:15])=[C:8]2[C:3]=1[C:4]([CH2:18][CH2:19][CH3:20])=[CH:5][C:6](=[O:17])[O:7]2.CO[CH:23](OC)[CH2:24][C:25]([CH3:28])(O)[CH3:26], predict the reaction product. The product is: [CH3:26][C:25]1([CH3:28])[O:1][C:2]2[C:3]3[C:4]([CH2:18][CH2:19][CH3:20])=[CH:5][C:6](=[O:17])[O:7][C:8]=3[C:9]([C:13](=[O:16])[CH2:14][CH3:15])=[C:10]([OH:12])[C:11]=2[CH:23]=[CH:24]1. (4) Given the reactants [I-].ClC1C=CC=C[N+]=1C.CCN(C(C)C)C(C)C.[C:19]1([CH3:31])[CH:24]=[CH:23][C:22]([C:25]2[S:29][C:28]([NH2:30])=[N:27][CH:26]=2)=[CH:21][CH:20]=1.[Br:32][C:33]1[S:34][C:35]([C:38](O)=[O:39])=[CH:36][N:37]=1, predict the reaction product. The product is: [Br:32][C:33]1[S:34][C:35]([C:38]([NH:30][C:28]2[S:29][C:25]([C:22]3[CH:21]=[CH:20][C:19]([CH3:31])=[CH:24][CH:23]=3)=[CH:26][N:27]=2)=[O:39])=[CH:36][N:37]=1. (5) Given the reactants Cl.Cl.[F:3][C:4]1[CH:5]=[CH:6][C:7]2[N:11]=[C:10]([C@@H:12]([NH2:14])[CH3:13])[N:9]([C:15]3[CH:20]=[CH:19][CH:18]=[CH:17][CH:16]=3)[C:8]=2[CH:21]=1.[NH2:22][C:23]1[C:24]([Cl:32])=[C:25](Cl)[C:26](=[O:30])[N:27]([CH3:29])[N:28]=1.C(N(C(C)C)CC)(C)C, predict the reaction product. The product is: [NH2:22][C:23]1[C:24]([Cl:32])=[C:25]([NH:14][C@H:12]([C:10]2[N:9]([C:15]3[CH:16]=[CH:17][CH:18]=[CH:19][CH:20]=3)[C:8]3[CH:21]=[C:4]([F:3])[CH:5]=[CH:6][C:7]=3[N:11]=2)[CH3:13])[C:26](=[O:30])[N:27]([CH3:29])[N:28]=1. (6) Given the reactants [F:1][C:2]1[CH:10]=[C:9]2[C:5]([C:6]([CH3:11])=[N:7][NH:8]2)=[CH:4][C:3]=1/[CH:12]=[C:13](/[C:16](=O)[CH3:17])\[C:14]#[N:15].[NH2:19][C:20]([CH:24]([F:26])[F:25])=[CH:21][C:22]#[N:23], predict the reaction product. The product is: [F:25][CH:24]([F:26])[C:20]1[NH:19][C:16]([CH3:17])=[C:13]([C:14]#[N:15])[CH:12]([C:3]2[CH:4]=[C:5]3[C:9](=[CH:10][C:2]=2[F:1])[NH:8][N:7]=[C:6]3[CH3:11])[C:21]=1[C:22]#[N:23]. (7) Given the reactants [C:1]([O:5][C@@H:6]([C@H:8]1[CH2:12][O:11][C:10](=[O:13])[NH:9]1)[CH3:7])([CH3:4])([CH3:3])[CH3:2].[H-].[Na+].[F:16][C:17]1[N:22]=[C:21](F)[C:20]([F:24])=[CH:19][N:18]=1.[F-].[Na+], predict the reaction product. The product is: [C:1]([O:5][C@@H:6]([C@H:8]1[CH2:12][O:11][C:10](=[O:13])[N:9]1[C:19]1[C:20]([F:24])=[CH:21][N:22]=[C:17]([F:16])[N:18]=1)[CH3:7])([CH3:2])([CH3:3])[CH3:4].